This data is from Forward reaction prediction with 1.9M reactions from USPTO patents (1976-2016). The task is: Predict the product of the given reaction. (1) Given the reactants [N:1]1[CH:2]=[C:3]([C:10]2[CH:11]=[C:12]3[C:17](=[C:18]([O:20]COCC[Si](C)(C)C)[CH:19]=2)[N:16]=[CH:15][N:14](COCC[Si](C)(C)C)[C:13]3=[O:37])[N:4]2[CH:9]=[CH:8][CH:7]=[CH:6][C:5]=12, predict the reaction product. The product is: [OH:20][C:18]1[CH:19]=[C:10]([C:3]2[N:4]3[CH:9]=[CH:8][CH:7]=[CH:6][C:5]3=[N:1][CH:2]=2)[CH:11]=[C:12]2[C:17]=1[N:16]=[CH:15][NH:14][C:13]2=[O:37]. (2) Given the reactants Cl[C:2]1[N:7]=[CH:6][N:5]=[C:4]([C:8]([NH:10][C:11]2[CH:16]=[CH:15][C:14]([OH:17])=[CH:13][C:12]=2[CH3:18])=[O:9])[CH:3]=1, predict the reaction product. The product is: [CH3:15][CH:14]([O:17][C:2]1[N:7]=[CH:6][N:5]=[C:4]([C:8]([NH:10][C:11]2[CH:16]=[CH:15][C:14]([OH:17])=[CH:13][C:12]=2[CH3:18])=[O:9])[CH:3]=1)[CH2:13][CH3:12]. (3) Given the reactants ON1C2C=CC=CC=2N=N1.CN1CCOCC1.Cl.CN(C)CCCN=C=NCC.[NH2:30][CH:31]([C:33]1[C:34](=[O:47])[NH:35][C:36]([CH2:39][C:40]2[CH:45]=[CH:44][C:43]([CH3:46])=[CH:42][CH:41]=2)=[N:37][N:38]=1)[CH3:32].[C:48]([CH:51]([CH2:55][CH2:56][CH2:57][CH3:58])[C:52](O)=[O:53])(=[O:50])[CH3:49], predict the reaction product. The product is: [C:48]([CH:51]([CH2:55][CH2:56][CH2:57][CH3:58])[C:52]([NH:30][CH:31]([C:33]1[C:34](=[O:47])[NH:35][C:36]([CH2:39][C:40]2[CH:45]=[CH:44][C:43]([CH3:46])=[CH:42][CH:41]=2)=[N:37][N:38]=1)[CH3:32])=[O:53])(=[O:50])[CH3:49]. (4) Given the reactants [CH3:1][N:2]1[C:7](=[O:8])[CH:6]=[C:5]([N:9]2[CH2:14][CH2:13][O:12][CH2:11][CH2:10]2)[N:4]=[C:3]1[CH2:15][C:16]([O-:18])=O.[Na+].[S:20]1[CH:24]=[CH:23][C:22]2[C:25]([NH2:29])=[CH:26][CH:27]=[CH:28][C:21]1=2.Cl.CN(C)CCCN=C=NCC, predict the reaction product. The product is: [S:20]1[C:21]2[CH:28]=[CH:27][CH:26]=[C:25]([NH:29][C:16](=[O:18])[CH2:15][C:3]3[N:2]([CH3:1])[C:7](=[O:8])[CH:6]=[C:5]([N:9]4[CH2:10][CH2:11][O:12][CH2:13][CH2:14]4)[N:4]=3)[C:22]=2[CH:23]=[CH:24]1. (5) Given the reactants [NH2:1][C:2]1[CH:7]=[CH:6][C:5]([CH3:8])=[CH:4][CH:3]=1.[N+:9]([C:12]1[CH:19]=[CH:18][CH:17]=[CH:16][C:13]=1[CH:14]=O)([O-:11])=[O:10], predict the reaction product. The product is: [CH3:8][C:5]1[CH:6]=[CH:7][C:2]([N:1]=[CH:14][C:13]2[CH:16]=[CH:17][CH:18]=[CH:19][C:12]=2[N+:9]([O-:11])=[O:10])=[CH:3][CH:4]=1. (6) Given the reactants [CH2:1]([C:5]1[N:9]2[CH:10]=[CH:11][CH:12]=[CH:13][C:8]2=[C:7]([C:14]([OH:16])=O)[N:6]=1)[CH2:2]CC.C(Cl)CCl.C1C=CC2N([OH:30])N=NC=2C=1.C([N:33]([CH:37]([CH3:39])C)[CH:34]([CH3:36])C)C.Cl.[CH3:41][C:42]12[CH2:52][CH:46]3[CH2:47][C:48]([CH3:51])([CH2:50][C:44]([NH2:53])([CH2:45]3)[CH2:43]1)[CH2:49]2, predict the reaction product. The product is: [CH3:51][C:48]12[CH2:47][CH:46]3[CH2:52][C:42]([CH3:41])([CH2:43][C:44]([NH:53][C:14]([C:7]4[N:6]=[C:5]([CH2:1][CH2:2][N:33]5[CH2:34][CH2:36][O:30][CH2:39][CH2:37]5)[N:9]5[CH:10]=[CH:11][CH:12]=[CH:13][C:8]=45)=[O:16])([CH2:45]3)[CH2:50]1)[CH2:49]2. (7) Given the reactants [F:1][C:2]1[CH:3]=[C:4]([C:8]2[C:9]3[CH:30]=[CH:29][CH:28]=[C:27]([CH3:31])[C:10]=3[NH:11][C:12](=[O:26])[CH:13]([NH:15][C:16](=[O:25])[O:17][CH2:18][C:19]3[CH:24]=[CH:23][CH:22]=[CH:21][CH:20]=3)[N:14]=2)[CH:5]=[CH:6][CH:7]=1.C(=O)=O.CO, predict the reaction product. The product is: [F:1][C:2]1[CH:3]=[C:4]([C:8]2[C:9]3[CH:30]=[CH:29][CH:28]=[C:27]([CH3:31])[C:10]=3[NH:11][C:12](=[O:26])[C@@H:13]([NH:15][C:16](=[O:25])[O:17][CH2:18][C:19]3[CH:24]=[CH:23][CH:22]=[CH:21][CH:20]=3)[N:14]=2)[CH:5]=[CH:6][CH:7]=1.